Dataset: Retrosynthesis with 50K atom-mapped reactions and 10 reaction types from USPTO. Task: Predict the reactants needed to synthesize the given product. (1) Given the product OC(CCl)(CCl)C(F)(F)F, predict the reactants needed to synthesize it. The reactants are: FC(F)(F)I.O=C(CCl)CCl. (2) Given the product O=C(Cc1c(Cl)cccc1Cl)NC(=S)Nc1ccc(Oc2ccnc3ccsc23)c(F)c1, predict the reactants needed to synthesize it. The reactants are: O=C(Cc1c(Cl)cccc1Cl)N=C=S.O=C(Cc1ccccc1)NC(=S)Nc1ccc(Oc2ccnc3ccsc23)c(F)c1.